Dataset: Full USPTO retrosynthesis dataset with 1.9M reactions from patents (1976-2016). Task: Predict the reactants needed to synthesize the given product. (1) Given the product [Cl:34][C:28]1[CH:29]=[CH:30][CH:31]=[C:32]([Cl:33])[C:27]=1[CH2:26][C:6]1[C:5]2[N:35]=[CH:36][NH:37][C:4]=2[C:3]([C:1]([NH2:2])=[O:47])=[C:8]([NH:9][C:10]2[CH:23]=[CH:22][C:13]([C:14](=[O:15])[NH:16][CH2:17][CH2:18][N:19]([CH3:20])[CH3:21])=[CH:12][C:11]=2[O:24][CH3:25])[N:7]=1, predict the reactants needed to synthesize it. The reactants are: [C:1]([C:3]1[C:4]2[N:37](COCC[Si](C)(C)C)[CH:36]=[N:35][C:5]=2[C:6]([CH2:26][C:27]2[C:32]([Cl:33])=[CH:31][CH:30]=[CH:29][C:28]=2[Cl:34])=[N:7][C:8]=1[NH:9][C:10]1[CH:23]=[CH:22][C:13]([C:14]([NH:16][CH2:17][CH2:18][N:19]([CH3:21])[CH3:20])=[O:15])=[CH:12][C:11]=1[O:24][CH3:25])#[N:2].S(=O)(=O)(O)[OH:47]. (2) The reactants are: [NH2:1][CH2:2][C:3]([NH2:6])([CH3:5])[CH3:4].[C:7](O[C:7]([O:9][C:10]([CH3:13])([CH3:12])[CH3:11])=[O:8])([O:9][C:10]([CH3:13])([CH3:12])[CH3:11])=[O:8]. Given the product [C:10]([O:9][C:7](=[O:8])[NH:1][CH2:2][C:3]([NH2:6])([CH3:5])[CH3:4])([CH3:13])([CH3:12])[CH3:11], predict the reactants needed to synthesize it.